From a dataset of NCI-60 drug combinations with 297,098 pairs across 59 cell lines. Regression. Given two drug SMILES strings and cell line genomic features, predict the synergy score measuring deviation from expected non-interaction effect. (1) Cell line: KM12. Drug 1: CC1=C(C=C(C=C1)NC(=O)C2=CC=C(C=C2)CN3CCN(CC3)C)NC4=NC=CC(=N4)C5=CN=CC=C5. Drug 2: COC1=NC(=NC2=C1N=CN2C3C(C(C(O3)CO)O)O)N. Synergy scores: CSS=-8.21, Synergy_ZIP=3.78, Synergy_Bliss=3.08, Synergy_Loewe=-5.72, Synergy_HSA=-5.83. (2) Drug 1: CC1=CC2C(CCC3(C2CCC3(C(=O)C)OC(=O)C)C)C4(C1=CC(=O)CC4)C. Drug 2: CCC(=C(C1=CC=CC=C1)C2=CC=C(C=C2)OCCN(C)C)C3=CC=CC=C3.C(C(=O)O)C(CC(=O)O)(C(=O)O)O. Cell line: IGROV1. Synergy scores: CSS=-2.01, Synergy_ZIP=-0.386, Synergy_Bliss=-2.67, Synergy_Loewe=-4.77, Synergy_HSA=-4.20. (3) Drug 1: CCN(CC)CCNC(=O)C1=C(NC(=C1C)C=C2C3=C(C=CC(=C3)F)NC2=O)C. Drug 2: C1CC(=O)NC(=O)C1N2C(=O)C3=CC=CC=C3C2=O. Cell line: NCI-H460. Synergy scores: CSS=-0.536, Synergy_ZIP=0.450, Synergy_Bliss=-3.04, Synergy_Loewe=1.78, Synergy_HSA=-6.39. (4) Drug 1: CC1=C(C=C(C=C1)C(=O)NC2=CC(=CC(=C2)C(F)(F)F)N3C=C(N=C3)C)NC4=NC=CC(=N4)C5=CN=CC=C5. Drug 2: C#CCC(CC1=CN=C2C(=N1)C(=NC(=N2)N)N)C3=CC=C(C=C3)C(=O)NC(CCC(=O)O)C(=O)O. Cell line: RPMI-8226. Synergy scores: CSS=72.9, Synergy_ZIP=2.50, Synergy_Bliss=-1.39, Synergy_Loewe=-19.3, Synergy_HSA=-1.79. (5) Drug 1: CNC(=O)C1=CC=CC=C1SC2=CC3=C(C=C2)C(=NN3)C=CC4=CC=CC=N4. Drug 2: CC1C(C(CC(O1)OC2CC(CC3=C2C(=C4C(=C3O)C(=O)C5=C(C4=O)C(=CC=C5)OC)O)(C(=O)C)O)N)O.Cl. Cell line: OVCAR-5. Synergy scores: CSS=13.0, Synergy_ZIP=-0.526, Synergy_Bliss=5.43, Synergy_Loewe=-0.651, Synergy_HSA=3.03. (6) Drug 1: COC1=CC(=CC(=C1O)OC)C2C3C(COC3=O)C(C4=CC5=C(C=C24)OCO5)OC6C(C(C7C(O6)COC(O7)C8=CC=CS8)O)O. Drug 2: C1=CC(=CC=C1CCCC(=O)O)N(CCCl)CCCl. Cell line: UO-31. Synergy scores: CSS=19.9, Synergy_ZIP=-8.13, Synergy_Bliss=-0.525, Synergy_Loewe=-1.36, Synergy_HSA=3.06. (7) Drug 1: CC12CCC3C(C1CCC2O)C(CC4=C3C=CC(=C4)O)CCCCCCCCCS(=O)CCCC(C(F)(F)F)(F)F. Drug 2: COCCOC1=C(C=C2C(=C1)C(=NC=N2)NC3=CC=CC(=C3)C#C)OCCOC.Cl. Cell line: NCI-H460. Synergy scores: CSS=0.401, Synergy_ZIP=0.967, Synergy_Bliss=1.87, Synergy_Loewe=0.727, Synergy_HSA=0.167. (8) Drug 1: COC1=CC(=CC(=C1O)OC)C2C3C(COC3=O)C(C4=CC5=C(C=C24)OCO5)OC6C(C(C7C(O6)COC(O7)C8=CC=CS8)O)O. Drug 2: C(CCl)NC(=O)N(CCCl)N=O. Cell line: DU-145. Synergy scores: CSS=16.7, Synergy_ZIP=1.22, Synergy_Bliss=3.41, Synergy_Loewe=-37.9, Synergy_HSA=1.20.